Dataset: Full USPTO retrosynthesis dataset with 1.9M reactions from patents (1976-2016). Task: Predict the reactants needed to synthesize the given product. Given the product [CH3:1][NH:2][C:3](=[O:13])[C:4]1[CH:9]=[CH:8][CH:7]=[C:6]([NH2:10])[CH:5]=1, predict the reactants needed to synthesize it. The reactants are: [CH3:1][NH:2][C:3](=[O:13])[C:4]1[CH:9]=[CH:8][CH:7]=[C:6]([N+:10]([O-])=O)[CH:5]=1.